Dataset: Reaction yield outcomes from USPTO patents with 853,638 reactions. Task: Predict the reaction yield, written as a fraction of the theoretical maximum amount of product (1.0 means a 100% yield; for example, 0.34 means a 34% yield). (1) The reactants are Cl[C:2]1[CH:7]=[C:6]([N:8]2[CH2:13][CH2:12][O:11][CH2:10][CH2:9]2)[N:5]2[N:14]=[C:15]([C:17]3[CH:18]=[N:19][C:20]([CH3:23])=[CH:21][CH:22]=3)[CH:16]=[C:4]2[N:3]=1.O.[NH2:25][NH2:26]. The catalyst is O1CCOCC1. The product is [CH3:23][C:20]1[N:19]=[CH:18][C:17]([C:15]2[CH:16]=[C:4]3[N:3]=[C:2]([NH:25][NH2:26])[CH:7]=[C:6]([N:8]4[CH2:13][CH2:12][O:11][CH2:10][CH2:9]4)[N:5]3[N:14]=2)=[CH:22][CH:21]=1. The yield is 0.270. (2) The reactants are [CH2:1]([S:6](Cl)(=[O:8])=[O:7])[CH2:2][CH2:3][CH2:4][CH3:5].[NH2:10][C:11]1[CH:12]=[CH:13][C:14]([N:17]2[CH2:22][CH2:21][N:20]([C:23]([C:25]3[CH:30]=[CH:29][CH:28]=[CH:27][C:26]=3[C:31]([F:34])([F:33])[F:32])=[O:24])[CH2:19][CH2:18]2)=[N:15][CH:16]=1. The catalyst is N1C=CC=CC=1.ClCCl. The yield is 0.0400. The product is [F:34][C:31]([F:32])([F:33])[C:26]1[CH:27]=[CH:28][CH:29]=[CH:30][C:25]=1[C:23]([N:20]1[CH2:19][CH2:18][N:17]([C:14]2[N:15]=[CH:16][C:11]([NH:10][S:6]([CH2:1][CH2:2][CH2:3][CH2:4][CH3:5])(=[O:8])=[O:7])=[CH:12][CH:13]=2)[CH2:22][CH2:21]1)=[O:24]. (3) The reactants are [OH:1][CH2:2][CH2:3][O:4][C:5]1[C:10]([CH3:11])=[CH:9][C:8]([C:12]2[N:21]([C:22]3[CH:27]=[CH:26][C:25]([NH:28]C(=O)C)=[CH:24][CH:23]=3)[C:20](=[O:32])[C:19]3[C:14](=[CH:15][CH:16]=[CH:17][CH:18]=3)[N:13]=2)=[CH:7][C:6]=1[CH3:33]. The catalyst is Cl. The product is [NH2:28][C:25]1[CH:26]=[CH:27][C:22]([N:21]2[C:20](=[O:32])[C:19]3[C:14](=[CH:15][CH:16]=[CH:17][CH:18]=3)[N:13]=[C:12]2[C:8]2[CH:7]=[C:6]([CH3:33])[C:5]([O:4][CH2:3][CH2:2][OH:1])=[C:10]([CH3:11])[CH:9]=2)=[CH:23][CH:24]=1. The yield is 0.750. (4) The reactants are [C:1]([O:5][C:6]([NH:8][C:9]1([C:12]([NH:14][C@:15]23[CH2:50][CH2:49][C@@H:48]([C:51]([CH3:53])=[CH2:52])[C@@H:16]2[C@@H:17]2[C@@:30]([CH3:33])([CH2:31][CH2:32]3)[C@@:29]3([CH3:34])[C@@H:20]([C@:21]4([CH3:47])[C@@H:26]([CH2:27][CH2:28]3)[C:25]([CH3:36])([CH3:35])[C:24]([C:37]3[CH:46]=[CH:45][C:40]([C:41]([O:43]C)=[O:42])=[CH:39][CH:38]=3)=[CH:23][CH2:22]4)[CH2:19][CH2:18]2)=[O:13])[CH2:11][CH2:10]1)=[O:7])([CH3:4])([CH3:3])[CH3:2].O.[OH-].[Li+]. The catalyst is C1COCC1.O. The product is [C:1]([O:5][C:6]([NH:8][C:9]1([C:12]([NH:14][C@:15]23[CH2:50][CH2:49][C@@H:48]([C:51]([CH3:53])=[CH2:52])[C@@H:16]2[C@@H:17]2[C@@:30]([CH3:33])([CH2:31][CH2:32]3)[C@@:29]3([CH3:34])[C@@H:20]([C@:21]4([CH3:47])[C@@H:26]([CH2:27][CH2:28]3)[C:25]([CH3:36])([CH3:35])[C:24]([C:37]3[CH:46]=[CH:45][C:40]([C:41]([OH:43])=[O:42])=[CH:39][CH:38]=3)=[CH:23][CH2:22]4)[CH2:19][CH2:18]2)=[O:13])[CH2:11][CH2:10]1)=[O:7])([CH3:2])([CH3:3])[CH3:4]. The yield is 0.386. (5) The reactants are Br[C:2]1[CH:3]=[C:4]2[CH:10]=[CH:9][NH:8][C:5]2=[N:6][CH:7]=1.[CH:11]([C:13]1[CH:14]=[C:15](B(O)O)[CH:16]=[CH:17][CH:18]=1)=[O:12].C(OCC)(=O)C. The catalyst is C1COCC1.O.C1C=CC(P(C2C=CC=CC=2)[C-]2C=CC=C2)=CC=1.C1C=CC(P(C2C=CC=CC=2)[C-]2C=CC=C2)=CC=1.Cl[Pd]Cl.[Fe+2]. The product is [NH:8]1[C:5]2=[N:6][CH:7]=[C:2]([C:17]3[CH:18]=[C:13]([CH:14]=[CH:15][CH:16]=3)[CH:11]=[O:12])[CH:3]=[C:4]2[CH:10]=[CH:9]1. The yield is 0.900. (6) The reactants are Br[C:2]1[CH:3]=[C:4]([CH3:15])[C:5]([N:10]2[CH:14]=[N:13][CH:12]=[N:11]2)=[C:6]([CH:9]=1)[C:7]#[N:8].C(=O)([O-])[O-].[K+].[K+].[C:22]1(P(C2C=CC=CC=2)C2C=CC=CC=2)C=CC=C[CH:23]=1. The catalyst is C1(C)C=CC=CC=1. The product is [CH3:15][C:4]1[C:5]([N:10]2[CH:14]=[N:13][CH:12]=[N:11]2)=[C:6]([CH:9]=[C:2]([CH:22]=[CH2:23])[CH:3]=1)[C:7]#[N:8]. The yield is 0.520. (7) The reactants are C[O:2][C:3]([C:5]1[S:6][C:7]([C:30]2[CH:35]=[CH:34][C:33]([C:36]([O:40][CH2:41][CH3:42])([CH3:39])[PH2:37]=[O:38])=[CH:32][CH:31]=2)=[CH:8][C:9]=1[N:10]([CH:20]1[CH2:29][CH2:28][C:23]2(OCC[O:24]2)[CH2:22][CH2:21]1)[C:11]([CH:13]1[CH2:18][CH2:17][CH:16]([CH3:19])[CH2:15][CH2:14]1)=[O:12])=[O:4].Cl.[BH4-].[Na+].O.[OH-].[Li+]. The catalyst is C1COCC1.O.CO. The product is [CH2:41]([O:40][C:36]([CH3:39])([PH2:37]=[O:38])[C:33]1[CH:34]=[CH:35][C:30]([C:7]2[S:6][C:5]([C:3]([OH:4])=[O:2])=[C:9]([N:10]([CH:20]3[CH2:21][CH2:22][CH:23]([OH:24])[CH2:28][CH2:29]3)[C:11]([CH:13]3[CH2:18][CH2:17][CH:16]([CH3:19])[CH2:15][CH2:14]3)=[O:12])[CH:8]=2)=[CH:31][CH:32]=1)[CH3:42]. The yield is 0.0600. (8) The reactants are C(O)(C(F)(F)F)=O.[Br:8][C:9]1[CH:42]=[CH:41][C:12]([NH:13][C:14]2[C:23]3[C:18](=[CH:19][C:20]([O:26][CH2:27][CH:28]4[CH2:33][CH2:32][N:31](C(OC(C)(C)C)=O)[CH2:30][CH2:29]4)=[C:21]([O:24][CH3:25])[CH:22]=3)[N:17]=[CH:16][N:15]=2)=[C:11]([F:43])[CH:10]=1. The catalyst is C(Cl)Cl. The product is [Br:8][C:9]1[CH:42]=[CH:41][C:12]([NH:13][C:14]2[C:23]3[C:18](=[CH:19][C:20]([O:26][CH2:27][CH:28]4[CH2:29][CH2:30][NH:31][CH2:32][CH2:33]4)=[C:21]([O:24][CH3:25])[CH:22]=3)[N:17]=[CH:16][N:15]=2)=[C:11]([F:43])[CH:10]=1. The yield is 0.705. (9) The reactants are [Cl:1][C:2]1[CH:14]=[CH:13][C:12]2[C:11]3[C:6](=[CH:7][C:8]([Cl:15])=[CH:9][CH:10]=3)[NH:5][C:4]=2[CH:3]=1.Br[CH2:17][CH2:18][CH2:19][CH2:20][CH2:21][CH2:22][CH2:23][CH2:24][CH2:25][CH2:26][CH2:27][CH2:28][CH2:29][CH2:30][CH2:31][CH3:32].[OH-].[Na+]. The catalyst is CC(C)=O.S.C([N+](CCCC)(CCCC)CCCC)CCC. The product is [Cl:1][C:2]1[CH:14]=[CH:13][C:12]2[C:11]3[C:6](=[CH:7][C:8]([Cl:15])=[CH:9][CH:10]=3)[N:5]([CH2:32][CH2:31][CH2:30][CH2:29][CH2:28][CH2:27][CH2:26][CH2:25][CH2:24][CH2:23][CH2:22][CH2:21][CH2:20][CH2:19][CH2:18][CH3:17])[C:4]=2[CH:3]=1. The yield is 0.870.